Dataset: NCI-60 drug combinations with 297,098 pairs across 59 cell lines. Task: Regression. Given two drug SMILES strings and cell line genomic features, predict the synergy score measuring deviation from expected non-interaction effect. (1) Drug 1: C#CCC(CC1=CN=C2C(=N1)C(=NC(=N2)N)N)C3=CC=C(C=C3)C(=O)NC(CCC(=O)O)C(=O)O. Drug 2: COC1=C2C(=CC3=C1OC=C3)C=CC(=O)O2. Cell line: NCI/ADR-RES. Synergy scores: CSS=-6.21, Synergy_ZIP=1.50, Synergy_Bliss=-5.36, Synergy_Loewe=-4.82, Synergy_HSA=-8.61. (2) Drug 1: C1CN1P(=S)(N2CC2)N3CC3. Drug 2: C1=CC=C(C(=C1)C(C2=CC=C(C=C2)Cl)C(Cl)Cl)Cl. Cell line: EKVX. Synergy scores: CSS=4.28, Synergy_ZIP=-1.64, Synergy_Bliss=-0.407, Synergy_Loewe=-4.34, Synergy_HSA=-1.68. (3) Drug 1: C1CN1P(=S)(N2CC2)N3CC3. Drug 2: C1=CC=C(C=C1)NC(=O)CCCCCCC(=O)NO. Cell line: CAKI-1. Synergy scores: CSS=58.3, Synergy_ZIP=-0.715, Synergy_Bliss=2.95, Synergy_Loewe=-10.8, Synergy_HSA=4.87. (4) Drug 1: CS(=O)(=O)C1=CC(=C(C=C1)C(=O)NC2=CC(=C(C=C2)Cl)C3=CC=CC=N3)Cl. Drug 2: C(=O)(N)NO. Cell line: NCIH23. Synergy scores: CSS=6.28, Synergy_ZIP=-1.75, Synergy_Bliss=-0.257, Synergy_Loewe=-1.05, Synergy_HSA=-0.962. (5) Drug 1: CC1=C(C=C(C=C1)NC2=NC=CC(=N2)N(C)C3=CC4=NN(C(=C4C=C3)C)C)S(=O)(=O)N.Cl. Drug 2: C1=CN(C=N1)CC(O)(P(=O)(O)O)P(=O)(O)O. Cell line: DU-145. Synergy scores: CSS=-0.0240, Synergy_ZIP=1.03, Synergy_Bliss=0.150, Synergy_Loewe=-2.24, Synergy_HSA=-1.37.